From a dataset of Forward reaction prediction with 1.9M reactions from USPTO patents (1976-2016). Predict the product of the given reaction. (1) Given the reactants [CH:1]1([N:6]2[C:10]3[N:11]=[C:12]([NH:15][C:16]4[CH:21]=[CH:20][C:19]([N:22]5[C:29](=[O:30])[CH2:28][C@@H:27]6[NH:31][C@@H:24]([CH2:25][CH2:26]6)[CH2:23]5)=[CH:18][N:17]=4)[N:13]=[CH:14][C:9]=3[CH:8]=[C:7]2[C:32]([N:34]([CH3:36])[CH3:35])=[O:33])[CH2:5][CH2:4][CH2:3][CH2:2]1.[CH3:37][C:38]([CH3:40])=O, predict the reaction product. The product is: [CH3:35][N:34]([CH3:36])[C:32]([C:7]1[N:6]([CH:1]2[CH2:2][CH2:3][CH2:4][CH2:5]2)[C:10]2[N:11]=[C:12]([NH:15][C:16]3[CH:21]=[CH:20][C:19]([N:22]4[C:29](=[O:30])[CH2:28][C@@H:27]5[N:31]([CH:38]([CH3:40])[CH3:37])[C@@H:24]([CH2:25][CH2:26]5)[CH2:23]4)=[CH:18][N:17]=3)[N:13]=[CH:14][C:9]=2[CH:8]=1)=[O:33]. (2) Given the reactants [N:1]([C:4]1[CH:5]=[C:6]([CH:27]=[CH:28][C:29]=1[CH3:30])[C:7]([NH:9][C:10]1[CH:15]=[C:14]([C:16]([CH3:19])([CH3:18])[CH3:17])[CH:13]=[C:12]([NH:20][S:21]([CH3:24])(=[O:23])=[O:22])[C:11]=1[O:25][CH3:26])=[O:8])=[N+:2]=[N-:3].[C:31]([C:33]1[N:37]([CH3:38])[C:36]([S:39][CH3:40])=[N:35][CH:34]=1)#[CH:32], predict the reaction product. The product is: [C:16]([C:14]1[CH:13]=[C:12]([NH:20][S:21]([CH3:24])(=[O:22])=[O:23])[C:11]([O:25][CH3:26])=[C:10]([NH:9][C:7](=[O:8])[C:6]2[CH:27]=[CH:28][C:29]([CH3:30])=[C:4]([N:1]3[CH:32]=[C:31]([C:33]4[N:37]([CH3:38])[C:36]([S:39][CH3:40])=[N:35][CH:34]=4)[N:3]=[N:2]3)[CH:5]=2)[CH:15]=1)([CH3:18])([CH3:19])[CH3:17]. (3) Given the reactants [CH2:1]([O:8][C:9]1[CH:14]=[CH:13][C:12]([CH2:15][CH2:16][CH2:17][NH:18][C:19](=O)[CH2:20][C:21]2[CH:26]=[CH:25][C:24]([O:27][CH3:28])=[C:23]([O:29][CH3:30])[CH:22]=2)=[CH:11][C:10]=1[O:32][CH3:33])[C:2]1[CH:7]=[CH:6][CH:5]=[CH:4][CH:3]=1.O=P(Cl)(Cl)Cl.[BH4-].[Na+].O, predict the reaction product. The product is: [CH2:1]([O:8][C:9]1[C:10]([O:32][CH3:33])=[CH:11][C:12]2[CH2:15][CH2:16][CH2:17][NH:18][CH:19]([CH2:20][C:21]3[CH:26]=[CH:25][C:24]([O:27][CH3:28])=[C:23]([O:29][CH3:30])[CH:22]=3)[C:13]=2[CH:14]=1)[C:2]1[CH:7]=[CH:6][CH:5]=[CH:4][CH:3]=1. (4) Given the reactants Cl[C:2]1[C:11]2[CH:10]=[C:9]3[N:12]=[CH:13][N:14]=[C:8]3[CH2:7][C:6]=2[N:5]=[CH:4][C:3]=1[C:15]#[N:16].[Br:17][C:18]1[CH:19]=[C:20]([CH:22]=[CH:23][CH:24]=1)[NH2:21].Cl.N1C=CC=CC=1.C(=O)(O)[O-].[Na+], predict the reaction product. The product is: [Br:17][C:18]1[CH:19]=[C:20]([NH:21][C:2]2[C:11]3[CH:10]=[C:9]4[N:12]=[CH:13][N:14]=[C:8]4[CH2:7][C:6]=3[N:5]=[CH:4][C:3]=2[C:15]#[N:16])[CH:22]=[CH:23][CH:24]=1.